Dataset: Full USPTO retrosynthesis dataset with 1.9M reactions from patents (1976-2016). Task: Predict the reactants needed to synthesize the given product. (1) Given the product [CH3:30][O:29][C:28]1[CH:27]=[CH:26][C:24]([NH:13][C:12]2[C:11]3[C:10](=[CH:9][CH:8]=[C:6]4[N:7]=[C:3]([C:1]#[N:2])[S:4][C:5]4=3)[N:14]=[CH:15][N:16]=2)=[CH:23][C:22]=1[N+:19]([O-:21])=[O:20], predict the reactants needed to synthesize it. The reactants are: [C:1]([C:3]1[S:4][C:5]2[C:11]([C:12]#[N:13])=[C:10](/[N:14]=[CH:15]/[N:16](C)C)[CH:9]=[CH:8][C:6]=2[N:7]=1)#[N:2].[N+:19]([C:22]1[CH:23]=[C:24]([CH:26]=[CH:27][C:28]=1[O:29][CH3:30])N)([O-:21])=[O:20].[K+].[Br-]. (2) The reactants are: [OH:1][C@@H:2]([CH:4]1[CH2:9][CH2:8][N:7]([C:10]([O:12][C:13]([CH3:16])([CH3:15])[CH3:14])=[O:11])[CH2:6][CH2:5]1)[CH3:3].[Br:17][C:18]1[N:19]=[CH:20][C:21](O)=[N:22][CH:23]=1.C1(P(C2C=CC=CC=2)C2C=CC=CC=2)C=CC=CC=1.CC(OC(/N=N/C(OC(C)C)=O)=O)C. Given the product [Br:17][C:18]1[N:19]=[CH:20][C:21]([O:1][C@H:2]([CH:4]2[CH2:5][CH2:6][N:7]([C:10]([O:12][C:13]([CH3:15])([CH3:14])[CH3:16])=[O:11])[CH2:8][CH2:9]2)[CH3:3])=[N:22][CH:23]=1, predict the reactants needed to synthesize it. (3) The reactants are: [Cl:1][C:2]1[C:3](I)=[N:4][CH:5]=[CH:6][CH:7]=1.[CH2:9](B(O)O)[CH:10]([CH3:12])[CH3:11].C(=O)([O-])[O-].[K+].[K+].CCOC(C)=O. Given the product [Cl:1][C:2]1[C:3]([CH2:9][CH:10]([CH3:12])[CH3:11])=[N:4][CH:5]=[CH:6][CH:7]=1, predict the reactants needed to synthesize it. (4) Given the product [CH3:43][O:44][C:45]1[CH:46]=[CH:47][CH:48]=[CH:49][C:42]=1[CH2:41][NH:38][C:11]([C:8]1[CH:9]=[C:10]2[C:5]([C:4]([N:14]3[CH2:19][CH2:18][N:17]([CH3:20])[CH2:16][CH2:15]3)=[N:3][N:2]2[CH3:1])=[CH:6][CH:7]=1)=[O:13], predict the reactants needed to synthesize it. The reactants are: [CH3:1][N:2]1[C:10]2[C:5](=[CH:6][CH:7]=[C:8]([C:11]([O-:13])=O)[CH:9]=2)[C:4]([N:14]2[CH2:19][CH2:18][N:17]([CH3:20])[CH2:16][CH2:15]2)=[N:3]1.[Li+].C(Cl)CCl.C1C=CC2N(O)N=NC=2C=1.CC[N:38]([CH2:41][CH3:42])CC.[CH3:43][O:44][C:45]1C=C[C:48]([CH2:49]N)=[CH:47][CH:46]=1. (5) Given the product [CH3:10][CH:8]([CH2:7][CH2:6][CH2:5][CH:3]([CH2:2][CH2:1][CH2:11][C:12]([CH3:13])=[O:14])[CH3:4])[CH3:9], predict the reactants needed to synthesize it. The reactants are: [CH2:1]([CH2:11][C:12](=[O:14])[CH3:13])/[CH:2]=[C:3](/[CH2:5][CH2:6][CH:7]=[C:8]([CH3:10])[CH3:9])\[CH3:4].